Dataset: Catalyst prediction with 721,799 reactions and 888 catalyst types from USPTO. Task: Predict which catalyst facilitates the given reaction. (1) Reactant: [C:1]1([C:31]2[CH:36]=[CH:35][CH:34]=[CH:33][CH:32]=2)[CH:6]=[CH:5][C:4]([S:7]([N:10]2[CH2:14][CH2:13][S:12][CH:11]2[C:15](N[C@H](C2C=CC=CC=2)C2C=CC=CN=2)=[O:16])(=[O:9])=[O:8])=[CH:3][CH:2]=1.C1(C2C=CC=CC=2)C=CC(S(N2CCSC2C(O)=O)(=O)=O)=CC=1.C(Cl)(=O)C([Cl:63])=O.CN(C=O)C. Product: [C:1]1([C:31]2[CH:36]=[CH:35][CH:34]=[CH:33][CH:32]=2)[CH:6]=[CH:5][C:4]([S:7]([N:10]2[CH2:14][CH2:13][S:12][CH:11]2[C:15]([Cl:63])=[O:16])(=[O:9])=[O:8])=[CH:3][CH:2]=1. The catalyst class is: 2. (2) Reactant: [N:1]1[C:9]2[CH2:8][CH2:7][N:6]([C:10]([O:12][C:13]([CH3:16])([CH3:15])[CH3:14])=[O:11])[CH2:5][C:4]=2[NH:3][CH:2]=1.CN(C=O)C.[H-].[Na+].[S:24](Cl)([C:27]1[CH:33]=[CH:32][C:30]([CH3:31])=[CH:29][CH:28]=1)(=[O:26])=[O:25]. Product: [S:24]([N:3]1[C:4]2[CH2:5][N:6]([C:10]([O:12][C:13]([CH3:16])([CH3:15])[CH3:14])=[O:11])[CH2:7][CH2:8][C:9]=2[N:1]=[CH:2]1)([C:27]1[CH:33]=[CH:32][C:30]([CH3:31])=[CH:29][CH:28]=1)(=[O:26])=[O:25]. The catalyst class is: 232. (3) Reactant: [CH3:1][C:2]1[CH:7]=[CH:6][C:5](N)=[C:4]([N+:9]([O-:11])=[O:10])[CH:3]=1.N(OC(C)(C)C)=O.[ClH:19]. Product: [Cl:19][C:5]1[CH:6]=[CH:7][C:2]([CH3:1])=[CH:3][C:4]=1[N+:9]([O-:11])=[O:10]. The catalyst class is: 10. (4) Reactant: [CH2:1]([O:8][CH2:9][CH2:10][CH:11]1[CH2:16][CH2:15][CH:14]([C@H:17]2[CH2:21][CH2:20][CH2:19][N:18]2[C:22]2[C:31]([CH2:32]Cl)=[CH:30][C:29]3[C:24](=[CH:25][C:26]([F:35])=[C:27]([F:34])[CH:28]=3)[N:23]=2)[CH2:13][CH2:12]1)[C:2]1[CH:7]=[CH:6][CH:5]=[CH:4][CH:3]=1.[F:36][C:37]([F:57])([F:56])[C:38]1[CH:39]=[C:40]([CH:49]=[C:50]([C:52]([F:55])([F:54])[F:53])[CH:51]=1)[CH2:41][NH:42][C:43]1[N:44]=[N:45][N:46]([CH3:48])[N:47]=1.CC(C)([O-])C.[K+].[NH4+].[Cl-]. The catalyst class is: 3. Product: [CH2:1]([O:8][CH2:9][CH2:10][C@H:11]1[CH2:16][CH2:15][C@H:14]([C@H:17]2[CH2:21][CH2:20][CH2:19][N:18]2[C:22]2[C:31]([CH2:32][N:42]([C:43]3[N:44]=[N:45][N:46]([CH3:48])[N:47]=3)[CH2:41][C:40]3[CH:39]=[C:38]([C:37]([F:36])([F:56])[F:57])[CH:51]=[C:50]([C:52]([F:53])([F:54])[F:55])[CH:49]=3)=[CH:30][C:29]3[C:24](=[CH:25][C:26]([F:35])=[C:27]([F:34])[CH:28]=3)[N:23]=2)[CH2:13][CH2:12]1)[C:2]1[CH:7]=[CH:6][CH:5]=[CH:4][CH:3]=1. (5) Reactant: [NH:1]1[C:9]2[C:4](=[CH:5][CH:6]=[CH:7][CH:8]=2)[C:3](/[CH:10]=[CH:11]/[C:12]2[CH:17]=[CH:16][CH:15]=[CH:14][C:13]=2[N:18]2[CH:22]=[CH:21][C:20]([CH:23]=O)=[CH:19]2)=[N:2]1.[NH:25]1[CH2:30][CH2:29][O:28][CH2:27][CH2:26]1.C(O)(=O)C.[BH4-].[Na+]. Product: [N:25]1([CH2:23][C:20]2[CH:21]=[CH:22][N:18]([C:13]3[CH:14]=[CH:15][CH:16]=[CH:17][C:12]=3/[CH:11]=[CH:10]/[C:3]3[C:4]4[C:9](=[CH:8][CH:7]=[CH:6][CH:5]=4)[NH:1][N:2]=3)[CH:19]=2)[CH2:30][CH2:29][O:28][CH2:27][CH2:26]1. The catalyst class is: 68. (6) Reactant: [C:9](O[C:9]([O:11][C:12]([CH3:15])([CH3:14])[CH3:13])=[O:10])([O:11][C:12]([CH3:15])([CH3:14])[CH3:13])=[O:10].[OH-].[Na+].[Br:18][C:19]1[CH:20]=[C:21]([CH:23]=[CH:24][CH:25]=1)[NH2:22]. Product: [Br:18][C:19]1[CH:20]=[C:21]([NH:22][C:9](=[O:10])[O:11][C:12]([CH3:13])([CH3:14])[CH3:15])[CH:23]=[CH:24][CH:25]=1. The catalyst class is: 194. (7) Reactant: [Cl-].[N+]([C:5]1[CH:10]=C([N+]([O-])=O)C=C[C:6]=1[N+:14]1[CH:19]=[CH:18][C:17]([C:20]2[CH:25]=[CH:24][C:23]([N+:26]([O-:28])=[O:27])=[C:22]([O:29][CH2:30][CH3:31])[CH:21]=2)=[CH:16][CH:15]=1)([O-])=O.C(N)CC.C[OH:37]. Product: [C:30]([O-:37])(=[O:29])[CH3:31].[CH2:30]([O:29][C:22]1[CH:21]=[C:20]([C:17]2[CH:16]=[CH:15][N+:14]([CH2:6][CH2:5][CH3:10])=[CH:19][CH:18]=2)[CH:25]=[CH:24][C:23]=1[N+:26]([O-:28])=[O:27])[CH3:31]. The catalyst class is: 21.